Dataset: Forward reaction prediction with 1.9M reactions from USPTO patents (1976-2016). Task: Predict the product of the given reaction. (1) Given the reactants CO[C:3]([C:5]1[NH:6][N:7]=[C:8]([O:10][CH2:11][C:12]2[C:13]([C:18]3[CH:23]=[CH:22][CH:21]=[CH:20][N:19]=3)=[N:14][O:15][C:16]=2[CH3:17])[CH:9]=1)=[O:4].CO[C:26]([C:28]1[NH:29]N=C(OC[C:32]2[C:28]([C:26]3C=CC=CC=3)=[N:29]OC=2C)[CH:32]=1)=O.C(N)(C)C, predict the reaction product. The product is: [CH:28]([NH:29][C:3]([C:5]1[CH:9]=[C:8]([O:10][CH2:11][C:12]2[C:13]([C:18]3[CH:23]=[CH:22][CH:21]=[CH:20][N:19]=3)=[N:14][O:15][C:16]=2[CH3:17])[NH:7][N:6]=1)=[O:4])([CH3:32])[CH3:26]. (2) Given the reactants Cl[C:2]1[NH:7][C:6](=[O:8])[N:5]([CH3:9])[C:4](=[O:10])[CH:3]=1.[NH2:11][NH2:12], predict the reaction product. The product is: [NH:11]([C:2]1[NH:7][C:6](=[O:8])[N:5]([CH3:9])[C:4](=[O:10])[CH:3]=1)[NH2:12]. (3) Given the reactants [C:1]([N:5]1[CH2:10][CH2:9][N:8]([C:11]2[CH:18]=[CH:17][C:14]([C:15]#[N:16])=[C:13]([F:19])[CH:12]=2)[CH2:7][CH2:6]1)(=[O:4])[CH:2]=[CH2:3].[O:20]1[C:24]2[CH:25]=[CH:26][C:27]([CH2:29][CH:30]3[CH2:35][CH2:34][CH2:33][NH:32][CH2:31]3)=[CH:28][C:23]=2[O:22][CH2:21]1.C(N(CC)CC)C, predict the reaction product. The product is: [O:20]1[C:24]2[CH:25]=[CH:26][C:27]([CH2:29][CH:30]3[CH2:35][CH2:34][CH2:33][N:32]([CH2:3][CH2:2][C:1]([N:5]4[CH2:6][CH2:7][N:8]([C:11]5[CH:18]=[CH:17][C:14]([C:15]#[N:16])=[C:13]([F:19])[CH:12]=5)[CH2:9][CH2:10]4)=[O:4])[CH2:31]3)=[CH:28][C:23]=2[O:22][CH2:21]1. (4) Given the reactants C([O:3][C:4](=[O:32])[CH:5]([O:29][CH2:30][CH3:31])[CH2:6][C:7]1[CH:12]=[CH:11][C:10]([O:13][CH2:14][CH2:15][CH2:16][CH2:17][C:18]2[CH:23]=[CH:22][CH:21]=[CH:20][C:19]=2[O:24][S:25]([CH3:28])(=[O:27])=[O:26])=[CH:9][CH:8]=1)C.[OH-].[Li+], predict the reaction product. The product is: [CH2:30]([O:29][CH:5]([CH2:6][C:7]1[CH:8]=[CH:9][C:10]([O:13][CH2:14][CH2:15][CH2:16][CH2:17][C:18]2[CH:23]=[CH:22][CH:21]=[CH:20][C:19]=2[O:24][S:25]([CH3:28])(=[O:27])=[O:26])=[CH:11][CH:12]=1)[C:4]([OH:32])=[O:3])[CH3:31]. (5) Given the reactants [F:1][C:2]1[CH:7]=[CH:6][C:5]([C@@H:8]([O:15][Si:16]([CH3:22])([CH3:21])[C:17]([CH3:20])([CH3:19])[CH3:18])[CH2:9][S:10][CH2:11][C:12]([OH:14])=O)=[CH:4][CH:3]=1.C(N(CC)CC)C.[Cl-].[C:31]1([C@H:37]2[CH2:41][O:40][C:39](=[O:42])[NH:38]2)[CH:36]=[CH:35][CH:34]=[CH:33][CH:32]=1, predict the reaction product. The product is: [F:1][C:2]1[CH:3]=[CH:4][C:5]([C@@H:8]([O:15][Si:16]([CH3:22])([CH3:21])[C:17]([CH3:20])([CH3:19])[CH3:18])[CH2:9][S:10][CH2:11][C:12]([N:38]2[C@@H:37]([C:31]3[CH:36]=[CH:35][CH:34]=[CH:33][CH:32]=3)[CH2:41][O:40][C:39]2=[O:42])=[O:14])=[CH:6][CH:7]=1. (6) Given the reactants [Cl:1][C:2]1[CH:3]=[CH:4][CH:5]=[C:6]2[C:11]=1[N:10]=[C:9]([C:12]1[CH:17]=[CH:16][CH:15]=[CH:14][CH:13]=1)[C:8]([CH2:18][NH2:19])=[CH:7]2.CCN(C(C)C)C(C)C.[Cl:29][C:30]1[C:35]([O:36][CH3:37])=[C:34](Cl)[N:33]=[CH:32][N:31]=1, predict the reaction product. The product is: [Cl:29][C:30]1[N:31]=[CH:32][N:33]=[C:34]([NH:19][CH2:18][C:8]2[C:9]([C:12]3[CH:17]=[CH:16][CH:15]=[CH:14][CH:13]=3)=[N:10][C:11]3[C:6]([CH:7]=2)=[CH:5][CH:4]=[CH:3][C:2]=3[Cl:1])[C:35]=1[O:36][CH3:37]. (7) Given the reactants C([N:8]1[CH2:13][CH2:12][CH:11]([O:14][CH:15]([C:23]2[CH:28]=[CH:27][C:26]([Cl:29])=[CH:25][CH:24]=2)[C:16]2[CH:21]=[CH:20][CH:19]=[CH:18][C:17]=2[Cl:22])[CH2:10][CH2:9]1)C1C=CC=CC=1.[C:30]([Cl:33])(Cl)=[O:31], predict the reaction product. The product is: [Cl:22][C:17]1[CH:18]=[CH:19][CH:20]=[CH:21][C:16]=1[CH:15]([O:14][CH:11]1[CH2:12][CH2:13][N:8]([C:30]([Cl:33])=[O:31])[CH2:9][CH2:10]1)[C:23]1[CH:24]=[CH:25][C:26]([Cl:29])=[CH:27][CH:28]=1. (8) Given the reactants [SH:1][C:2]1[O:3][C:4]2[C:9]([C:10](=[O:13])[C:11]=1[CH3:12])=[CH:8][CH:7]=[CH:6][CH:5]=2.[C:14](=O)([O-])[O-].[K+].[K+].IC.Cl, predict the reaction product. The product is: [CH3:12][C:11]1[C:10](=[O:13])[C:9]2[C:4](=[CH:5][CH:6]=[CH:7][CH:8]=2)[O:3][C:2]=1[S:1][CH3:14]. (9) Given the reactants [H-].[Na+].[O:3]=[C:4]([CH2:12][C:13]1[CH:18]=[C:17]([CH3:19])[CH:16]=[C:15]([CH3:20])[CH:14]=1)[CH2:5]P(=O)(OC)OC.[C:21]([O:25][C:26]([NH:28][C@@H:29]([CH:37]=O)[CH2:30][CH2:31][C:32]([O:34][CH2:35][CH3:36])=[O:33])=[O:27])([CH3:24])([CH3:23])[CH3:22].[OH-].[Na+], predict the reaction product. The product is: [CH2:35]([O:34][C:32](=[O:33])[CH2:31][CH2:30][C@@H:29]([NH:28][C:26]([O:25][C:21]([CH3:22])([CH3:24])[CH3:23])=[O:27])/[CH:37]=[CH:5]/[C:4](=[O:3])[CH2:12][C:13]1[CH:14]=[C:15]([CH3:20])[CH:16]=[C:17]([CH3:19])[CH:18]=1)[CH3:36]. (10) Given the reactants C(OC([N:8]1[CH2:13][CH2:12][N:11]([C:14]2[CH:19]=[C:18]([C:20]#[N:21])[CH:17]=[C:16]([NH:22][C:23]3[N:28]=[C:27]([N:29]([CH:39]4[CH2:41][CH2:40]4)CC4C=CC(OC)=CC=4)[C:26]4=[N:42][CH:43]=[C:44]([C:45]#[N:46])[N:25]4[N:24]=3)[C:15]=2[Cl:47])[CH2:10][CH:9]1[C:48](=[O:52])[N:49]([CH3:51])[CH3:50])=O)(C)(C)C.N1C(C)=CC=CC=1C.[Si](OS(C(F)(F)F)(=O)=O)(C)(C)C, predict the reaction product. The product is: [Cl:47][C:15]1[C:16]([NH:22][C:23]2[N:28]=[C:27]([NH:29][CH:39]3[CH2:40][CH2:41]3)[C:26]3=[N:42][CH:43]=[C:44]([C:45]#[N:46])[N:25]3[N:24]=2)=[CH:17][C:18]([C:20]#[N:21])=[CH:19][C:14]=1[N:11]1[CH2:12][CH2:13][NH:8][CH:9]([C:48]([N:49]([CH3:51])[CH3:50])=[O:52])[CH2:10]1.